From a dataset of Full USPTO retrosynthesis dataset with 1.9M reactions from patents (1976-2016). Predict the reactants needed to synthesize the given product. (1) Given the product [C:1]([C:2]1[C:7]2[N:8]=[C:9]([C:11]3[CH:16]=[CH:15][C:14]([O:17][CH3:18])=[CH:13][CH:12]=3)[S:10][C:6]=2[CH:5]=[C:4]([O:19][CH3:20])[CH:3]=1)([OH:29])=[O:24], predict the reactants needed to synthesize it. The reactants are: [CH3:1][C:2]1[C:7]2[N:8]=[C:9]([C:11]3[CH:16]=[CH:15][C:14]([O:17][CH3:18])=[CH:13][CH:12]=3)[S:10][C:6]=2[CH:5]=[C:4]([O:19][CH3:20])[C:3]=1C(O)=O.[OH-:24].[Na+].C1C[O:29]CC1. (2) The reactants are: [NH2:1][C@H:2]1[CH2:11][C:10]2[C:9]([N:12]3[CH2:17][CH2:16][N:15](C(OC(C)(C)C)=O)[CH2:14][CH2:13]3)=[CH:8][CH:7]=[C:6]([CH3:25])[C:5]=2[CH2:4][CH2:3]1.CCN(C(C)C)C(C)C.[Cl:35][C:36]1[CH:41]=[CH:40][CH:39]=[C:38]([Cl:42])[C:37]=1[S:43](Cl)(=[O:45])=[O:44]. Given the product [Cl:35][C:36]1[CH:41]=[CH:40][CH:39]=[C:38]([Cl:42])[C:37]=1[S:43]([NH:1][C@@H:2]1[CH2:3][CH2:4][C:5]2[C:10](=[C:9]([N:12]3[CH2:13][CH2:14][NH:15][CH2:16][CH2:17]3)[CH:8]=[CH:7][C:6]=2[CH3:25])[CH2:11]1)(=[O:45])=[O:44], predict the reactants needed to synthesize it.